This data is from Forward reaction prediction with 1.9M reactions from USPTO patents (1976-2016). The task is: Predict the product of the given reaction. (1) Given the reactants [C:1]([OH:4])(=O)[CH3:2].[Br-].BrC1SC=C(C)[N+]=1C.C(N(CC)C(C)C)(C)C.[NH2:23][C:24]1[CH:29]=[CH:28][CH:27]=[CH:26][CH:25]=1, predict the reaction product. The product is: [C:1]([NH:23][C:24]1[CH:29]=[CH:28][CH:27]=[CH:26][CH:25]=1)(=[O:4])[CH3:2]. (2) Given the reactants Br[C:2]1[CH:7]=[CH:6][C:5]([C:8]2[O:9][C:10]([CH3:20])=[C:11]([CH2:13][CH2:14][N:15]3[CH2:19][CH2:18][CH2:17][CH2:16]3)[N:12]=2)=[CH:4][CH:3]=1.[CH3:21][N:22]([CH3:34])[C:23]([C:25]1[CH:30]=[CH:29][C:28](B(O)O)=[CH:27][CH:26]=1)=[O:24], predict the reaction product. The product is: [CH3:21][N:22]([CH3:34])[C:23]([C:25]1[CH:30]=[CH:29][C:28]([C:2]2[CH:7]=[CH:6][C:5]([C:8]3[O:9][C:10]([CH3:20])=[C:11]([CH2:13][CH2:14][N:15]4[CH2:19][CH2:18][CH2:17][CH2:16]4)[N:12]=3)=[CH:4][CH:3]=2)=[CH:27][CH:26]=1)=[O:24].